Task: Predict the reaction yield, written as a fraction of the theoretical maximum amount of product (1.0 means a 100% yield; for example, 0.34 means a 34% yield).. Dataset: Reaction yield outcomes from USPTO patents with 853,638 reactions (1) The reactants are [Li+].[Cl-].[Br:3][C:4]1[CH:27]=[CH:26][C:7]([CH2:8][C:9]([CH2:18][C:19]2[CH:24]=[CH:23][C:22]([Br:25])=[CH:21][CH:20]=2)([C:15](=[O:17])[CH3:16])C(OCC)=O)=[CH:6][CH:5]=1.O. The catalyst is CN(C=O)C. The product is [Br:3][C:4]1[CH:5]=[CH:6][C:7]([CH2:8][CH:9]([CH2:18][C:19]2[CH:20]=[CH:21][C:22]([Br:25])=[CH:23][CH:24]=2)[C:15](=[O:17])[CH3:16])=[CH:26][CH:27]=1. The yield is 0.520. (2) The reactants are [C:1]([O:5][C:6]([N:8]1[CH2:13][CH2:12][CH:11]([C:14]2[CH:35]=[CH:34][C:17]3[C:18]4[N:22]([CH2:23][CH2:24][O:25][C:16]=3[CH:15]=2)[CH:21]=[C:20]([C:26]2[N:27]([CH:31]([CH3:33])[CH3:32])[N:28]=[CH:29][N:30]=2)[N:19]=4)[C:10](=[O:36])[CH2:9]1)=[O:7])([CH3:4])([CH3:3])[CH3:2].C([BH-](C(CC)C)C(CC)C)(CC)C.[Li+].C(=O)(O)[O-].[Na+]. The catalyst is C1COCC1. The product is [C:1]([O:5][C:6]([N:8]1[CH2:13][CH2:12][C@H:11]([C:14]2[CH:35]=[CH:34][C:17]3[C:18]4[N:22]([CH2:23][CH2:24][O:25][C:16]=3[CH:15]=2)[CH:21]=[C:20]([C:26]2[N:27]([CH:31]([CH3:32])[CH3:33])[N:28]=[CH:29][N:30]=2)[N:19]=4)[C@H:10]([OH:36])[CH2:9]1)=[O:7])([CH3:2])([CH3:4])[CH3:3]. The yield is 0.640.